From a dataset of Full USPTO retrosynthesis dataset with 1.9M reactions from patents (1976-2016). Predict the reactants needed to synthesize the given product. (1) Given the product [CH3:16][C:13]1[CH:14]=[CH:15][C:10]([CH2:9][NH:8][C:6]2[N:7]=[C:2]([NH:39][CH2:38][C:37]3[CH:40]=[CH:41][C:34]([O:33][CH3:32])=[CH:35][CH:36]=3)[N:3]=[C:4]([NH:17][CH:18]3[NH:22][C:21](=[O:23])[N:20]([CH3:24])[C:19]3=[O:25])[N:5]=2)=[CH:11][CH:12]=1, predict the reactants needed to synthesize it. The reactants are: Cl[C:2]1[N:7]=[C:6]([NH:8][CH2:9][C:10]2[CH:15]=[CH:14][C:13]([CH3:16])=[CH:12][CH:11]=2)[N:5]=[C:4]([NH:17][CH:18]2[NH:22][C:21](=[O:23])[N:20]([CH3:24])[C:19]2=[O:25])[N:3]=1.C(=O)([O-])[O-].[K+].[K+].[CH3:32][O:33][C:34]1[CH:41]=[CH:40][C:37]([CH2:38][NH2:39])=[CH:36][CH:35]=1. (2) The reactants are: [Cl:1][CH2:2][CH2:3][O:4][C:5]1[CH:6]=[C:7]([C:11]2[CH:12]=[CH:13][C:14]3[N:18]=[CH:17][N:16](C(C4C=CC=CC=4)(C4C=CC=CC=4)C4C=CC=CC=4)[C:15]=3[CH:38]=2)[CH:8]=[CH:9][CH:10]=1.[F:39][C:40]1[CH:41]=[C:42]([CH:46]=[CH:47][CH:48]=1)[CH2:43][CH2:44][NH2:45]. Given the product [ClH:1].[NH:18]1[C:14]2[CH:13]=[CH:12][C:11]([C:7]3[CH:6]=[C:5]([O:4][CH2:3][CH2:2][NH:45][CH2:44][CH2:43][C:42]4[CH:46]=[CH:47][CH:48]=[C:40]([F:39])[CH:41]=4)[CH:10]=[CH:9][CH:8]=3)=[CH:38][C:15]=2[N:16]=[CH:17]1, predict the reactants needed to synthesize it. (3) Given the product [CH2:19]([NH:21][C:22](=[O:39])[C:23]1[CH:28]=[CH:27][C:26]([CH3:29])=[C:25]([C:2]2[CH:10]=[C:9]3[C:5]([C:6]([C:11]4[CH:16]=[CH:15][C:14]([O:17][CH3:18])=[CH:13][CH:12]=4)=[N:7][NH:8]3)=[CH:4][CH:3]=2)[CH:24]=1)[CH3:20], predict the reactants needed to synthesize it. The reactants are: Br[C:2]1[CH:10]=[C:9]2[C:5]([C:6]([C:11]3[CH:16]=[CH:15][C:14]([O:17][CH3:18])=[CH:13][CH:12]=3)=[N:7][NH:8]2)=[CH:4][CH:3]=1.[CH2:19]([NH:21][C:22](=[O:39])[C:23]1[CH:28]=[CH:27][C:26]([CH3:29])=[C:25](B2OC(C)(C)C(C)(C)O2)[CH:24]=1)[CH3:20].C(=O)([O-])O.[Na+]. (4) Given the product [OH:50][CH:27]([C:18]1[C:19]2[O:24][CH2:23][C:22](=[O:25])[NH:21][C:20]=2[CH:26]=[C:16]([OH:15])[CH:17]=1)[CH2:28][NH:29][C:30]([CH3:49])([CH3:48])[CH2:31][CH2:32][N:33]1[C:37]([CH3:38])=[N:36][C:35]([C:39]2[CH:47]=[CH:46][CH:45]=[CH:41][C:2]=2[C:3]([OH:5])=[O:4])=[N:34]1, predict the reactants needed to synthesize it. The reactants are: F[C:2](F)(F)[C:3]([OH:5])=[O:4].C([O:15][C:16]1[CH:17]=[C:18]([CH:27]([OH:50])[CH2:28][NH:29][C:30]([CH3:49])([CH3:48])[CH2:31][CH2:32][N:33]2[C:37]([CH3:38])=[N:36][C:35]([C:39]3C=[C:41]([CH:45]=[CH:46][CH:47]=3)C(O)=O)=[N:34]2)[C:19]2[O:24][CH2:23][C:22](=[O:25])[NH:21][C:20]=2[CH:26]=1)C1C=CC=CC=1.[H][H]. (5) Given the product [F:72][C:66]1([C:64]2[O:63][N:62]=[C:61]([N:59]3[C:60]4[C:56](=[CH:55][CH:54]=[CH:53][C:52]=4[F:51])[C:57]([CH:73]([CH3:75])[CH3:74])=[N:58]3)[N:65]=2)[CH2:67][CH2:68][N:69]([CH:82]2[CH2:83][CH2:84][N:79]([C:76](=[O:78])[CH3:77])[CH2:80][CH2:81]2)[CH2:70][CH2:71]1, predict the reactants needed to synthesize it. The reactants are: FC(F)(F)C(O)=O.C(C1C2C(=CC=CC=2)N(C2N=C(C3CCNCC3)ON=2)N=1)C.C(OC(N1CCC[C@H]1C=O)=O)(C)(C)C.FC(F)(F)C(O)=O.[F:51][C:52]1[CH:53]=[CH:54][CH:55]=[C:56]2[C:60]=1[N:59]([C:61]1[N:65]=[C:64]([C:66]3([F:72])[CH2:71][CH2:70][NH:69][CH2:68][CH2:67]3)[O:63][N:62]=1)[N:58]=[C:57]2[CH:73]([CH3:75])[CH3:74].[C:76]([N:79]1[CH2:84][CH2:83][C:82](=O)[CH2:81][CH2:80]1)(=[O:78])[CH3:77]. (6) Given the product [O:25]1[CH2:26][CH2:27][CH:23]([C:10]2[CH:11]=[CH:12][C:13]([OH:15])=[CH:14][C:9]=2[OH:8])[CH2:24]1, predict the reactants needed to synthesize it. The reactants are: C([O:8][C:9]1[CH:14]=[C:13]([O:15]CC2C=CC=CC=2)[CH:12]=[CH:11][C:10]=1[C:23]1(O)[CH2:27][CH2:26][O:25][CH2:24]1)C1C=CC=CC=1. (7) Given the product [Cl:1][C:2]1[CH:3]=[C:4]2[C:5](=[CH:6][C:7]=1[Cl:8])[NH:9][C:12](=[O:13])[CH:11]=[N:10]2, predict the reactants needed to synthesize it. The reactants are: [Cl:1][C:2]1[C:7]([Cl:8])=[CH:6][C:5]([NH2:9])=[C:4]([NH2:10])[CH:3]=1.[C:11](OCC)(=O)[CH:12]=[O:13].C1(C)C=CC=CC=1.